Dataset: Full USPTO retrosynthesis dataset with 1.9M reactions from patents (1976-2016). Task: Predict the reactants needed to synthesize the given product. (1) Given the product [F:1][C:2]1[N:7]=[C:6]([N:8]2[C@@H:12]([C@@H:13]([F:18])[CH3:14])[CH2:11][O:10][C:9]2=[O:16])[C:5]([F:17])=[CH:4][N:3]=1, predict the reactants needed to synthesize it. The reactants are: [F:1][C:2]1[N:7]=[C:6]([N:8]2[C@@H:12]([C@H:13](O)[CH3:14])[CH2:11][O:10][C:9]2=[O:16])[C:5]([F:17])=[CH:4][N:3]=1.[F:18]C(F)(S(F)(=O)=O)C(F)(F)C(F)(F)C(F)(F)F.F.F.F.C(N(CC)CC)C.C(N(CC)CC)C. (2) Given the product [C:2]1([CH:1]=[CH:9][C:10]2[N:11]=[N:12][CH:13]=[CH:14][CH:15]=2)[CH:7]=[CH:6][CH:5]=[CH:4][CH:3]=1, predict the reactants needed to synthesize it. The reactants are: [CH:1](=O)[C:2]1[CH:7]=[CH:6][CH:5]=[CH:4][CH:3]=1.[CH3:9][C:10]1[N:11]=[N:12][CH:13]=[CH:14][CH:15]=1. (3) Given the product [NH:24]1[C:25]2[C:21](=[C:20]([C:2]3[CH:3]=[C:4]([NH2:11])[C:5]4[CH:6]=[N:7][NH:8][C:9]=4[CH:10]=3)[CH:28]=[CH:27][CH:26]=2)[CH:22]=[CH:23]1, predict the reactants needed to synthesize it. The reactants are: Br[C:2]1[CH:3]=[C:4]([NH2:11])[C:5]2[CH:6]=[N:7][NH:8][C:9]=2[CH:10]=1.CC1(C)C(C)(C)OB([C:20]2[CH:28]=[CH:27][CH:26]=[C:25]3[C:21]=2[CH:22]=[CH:23][NH:24]3)O1.C(=O)([O-])[O-].[Na+].[Na+]. (4) Given the product [NH2:43][C@H:20]1[CH2:19][C:18]2[CH:54]=[C:14]([CH:15]=[CH:16][C:17]=2[OH:55])[C:13]2=[CH:63][C:9](=[C:10]([F:64])[CH:11]=[CH:12]2)[CH2:8][C@@H:7]([C:5]([NH:4][CH2:3][CH2:2][NH2:1])=[O:6])[N:25]([CH3:26])[C:24](=[O:27])[C@H:23]([CH2:28][CH2:29][CH2:30][NH2:31])[NH:22][C:21]1=[O:42], predict the reactants needed to synthesize it. The reactants are: [NH2:1][CH2:2][CH2:3][NH:4][C:5]([C@H:7]1[N:25]([CH3:26])[C:24](=[O:27])[C@H:23]([CH2:28][CH2:29][CH2:30][NH:31]C(=O)OCC2C=CC=CC=2)[NH:22][C:21](=[O:42])[C@@H:20]([NH:43]C(OCC2C=CC=CC=2)=O)[CH2:19][C:18]2[CH:54]=[C:14]([CH:15]=[CH:16][C:17]=2[O:55]CC2C=CC=CC=2)[C:13]2=[CH:63][C:9](=[C:10]([F:64])[CH:11]=[CH:12]2)[CH2:8]1)=[O:6].